From a dataset of Full USPTO retrosynthesis dataset with 1.9M reactions from patents (1976-2016). Predict the reactants needed to synthesize the given product. (1) Given the product [N:62]1[CH:67]=[CH:66][CH:65]=[CH:64][C:63]=1[CH2:68][CH2:69][NH:70][C:21]([CH:18]1[CH2:19][CH2:20][N:15]([CH2:14][C:11]2[CH:12]=[CH:13][N:9]([C:6]3[CH:5]=[CH:4][C:3]([C:2]([F:24])([F:1])[F:25])=[CH:8][CH:7]=3)[CH:10]=2)[CH2:16][CH2:17]1)=[O:23], predict the reactants needed to synthesize it. The reactants are: [F:1][C:2]([F:25])([F:24])[C:3]1[CH:8]=[CH:7][C:6]([N:9]2[CH:13]=[CH:12][C:11]([CH2:14][N:15]3[CH2:20][CH2:19][CH:18]([C:21]([OH:23])=O)[CH2:17][CH2:16]3)=[CH:10]2)=[CH:5][CH:4]=1.Cl[Li].Cl.CCN(C(C)C)C(C)C.CN(C(ON1N=NC2C=CC=NC1=2)=[N+](C)C)C.F[P-](F)(F)(F)(F)F.[N:62]1[CH:67]=[CH:66][CH:65]=[CH:64][C:63]=1[CH2:68][CH2:69][NH2:70]. (2) Given the product [C:15]([O:14][C:12](=[O:13])[NH:1][CH:2]([CH2:10][OH:11])[CH2:3][C:4]1[CH:5]=[CH:6][CH:7]=[CH:8][CH:9]=1)([CH3:18])([CH3:17])[CH3:16], predict the reactants needed to synthesize it. The reactants are: [NH2:1][C@@H:2]([CH2:10][OH:11])[CH2:3][C:4]1[CH:9]=[CH:8][CH:7]=[CH:6][CH:5]=1.[C:12](O[C:12]([O:14][C:15]([CH3:18])([CH3:17])[CH3:16])=[O:13])([O:14][C:15]([CH3:18])([CH3:17])[CH3:16])=[O:13]. (3) Given the product [C:1]1([NH:7][C:8](=[O:19])[NH:9][C:10]2[CH:11]=[CH:12][C:13]([C:14]([N:23]3[CH2:22][CH2:21][N:20]([C:26]([O:28][C:29]([CH3:32])([CH3:31])[CH3:30])=[O:27])[CH2:25][CH2:24]3)=[O:16])=[CH:17][CH:18]=2)[CH:2]=[CH:3][CH:4]=[CH:5][CH:6]=1, predict the reactants needed to synthesize it. The reactants are: [C:1]1([NH:7][C:8](=[O:19])[NH:9][C:10]2[CH:18]=[CH:17][C:13]([C:14]([OH:16])=O)=[CH:12][CH:11]=2)[CH:6]=[CH:5][CH:4]=[CH:3][CH:2]=1.[N:20]1([C:26]([O:28][C:29]([CH3:32])([CH3:31])[CH3:30])=[O:27])[CH2:25][CH2:24][NH:23][CH2:22][CH2:21]1.N1(O)C2C=CC=CC=2N=N1.Cl.C(N=C=NCCCN(C)C)C. (4) Given the product [NH2:40][N:10]1[N:9]=[C:8]([C:5]2[CH:4]=[CH:3][C:2]([Br:1])=[CH:7][CH:6]=2)[C:17]2[C:12](=[CH:13][CH:14]=[CH:15][CH:16]=2)[C:11]1=[O:18], predict the reactants needed to synthesize it. The reactants are: [Br:1][C:2]1[CH:7]=[CH:6][C:5]([C:8]2[C:17]3[C:12](=[CH:13][CH:14]=[CH:15][CH:16]=3)[C:11](=[O:18])[NH:10][N:9]=2)=[CH:4][CH:3]=1.CC([O-])(C)C.[K+].C1(P(O[NH2:40])(C2C=CC=CC=2)=O)C=CC=CC=1. (5) Given the product [C:1]([O:5][C:6](=[O:40])[NH:7][C:8]1([C:12]2[CH:17]=[CH:16][C:15]([C:18]3[C:27]([C:28]4[CH:29]=[CH:30][CH:31]=[CH:32][CH:33]=4)=[CH:26][C:25]4[C:24]5=[N:48][NH:49][C:35]([N:41]6[CH2:46][CH2:45][O:44][CH2:43][CH2:42]6)=[C:23]5[CH2:22][CH2:21][C:20]=4[N:19]=3)=[CH:14][CH:13]=2)[CH2:9][CH2:10][CH2:11]1)([CH3:3])([CH3:4])[CH3:2], predict the reactants needed to synthesize it. The reactants are: [C:1]([O:5][C:6](=[O:40])[NH:7][C:8]1([C:12]2[CH:17]=[CH:16][C:15]([C:18]3[C:27]([C:28]4[CH:33]=[CH:32][CH:31]=[CH:30][CH:29]=4)=[CH:26][C:25]4[C:24](=O)[C:23](=[C:35](SC)SC)[CH2:22][CH2:21][C:20]=4[N:19]=3)=[CH:14][CH:13]=2)[CH2:11][CH2:10][CH2:9]1)([CH3:4])([CH3:3])[CH3:2].[NH:41]1[CH2:46][CH2:45][O:44][CH2:43][CH2:42]1.O.[NH2:48][NH2:49]. (6) Given the product [F:38][C:39]1[CH:40]=[C:41]([NH:55][C:56]([NH:58][C:59]([C:60]2([C:61]3[CH:62]=[CH:63][CH:64]=[CH:65][CH:66]=3)[CH2:2][CH2:1]2)=[O:67])=[S:57])[CH:42]=[CH:43][C:44]=1[O:45][C:46]1[CH:51]=[CH:50][N:49]=[C:48]2[CH:52]=[CH:53][S:54][C:47]=12, predict the reactants needed to synthesize it. The reactants are: [CH2:1](N1C2N=CN=C(OC3C=CC(NC(NC(=O)CC4C=CC=CC=4)=S)=CC=3F)C=2C=C1)[C:2]1C=CC=CC=1.[F:38][C:39]1[CH:40]=[C:41]([NH:55][C:56]([NH:58][C:59](=[O:67])[CH2:60][C:61]2[CH:66]=[CH:65][CH:64]=[CH:63][CH:62]=2)=[S:57])[CH:42]=[CH:43][C:44]=1[O:45][C:46]1[CH:51]=[CH:50][N:49]=[C:48]2[CH:52]=[CH:53][S:54][C:47]=12.C1(C2(C(N=C=S)=O)CC2)C=CC=CC=1.